This data is from Catalyst prediction with 721,799 reactions and 888 catalyst types from USPTO. The task is: Predict which catalyst facilitates the given reaction. (1) Product: [CH2:1]([O:8][C:9]([NH:11][C@@H:12]([CH2:16][CH3:17])[C:13]([O:15][CH3:18])=[O:14])=[O:10])[C:2]1[CH:3]=[CH:4][CH:5]=[CH:6][CH:7]=1. Reactant: [CH2:1]([O:8][C:9]([NH:11][C@@H:12]([CH2:16][CH3:17])[C:13]([OH:15])=[O:14])=[O:10])[C:2]1[CH:7]=[CH:6][CH:5]=[CH:4][CH:3]=1.[CH3:18]O. The catalyst class is: 11. (2) Reactant: Br[C:2]1[N:7]=[N:6][C:5]([C:8]2[CH:17]=[CH:16][C:15]3[C:10](=[CH:11][CH:12]=[CH:13][CH:14]=3)[CH:9]=2)=[C:4]([C:18]2[CH:23]=[CH:22][N:21]=[CH:20][CH:19]=2)[CH:3]=1.C(O)C.[NH:27]1[CH2:30][CH2:29][CH2:28]1. Product: [N:27]1([C:2]2[N:7]=[N:6][C:5]([C:8]3[CH:17]=[CH:16][C:15]4[C:10](=[CH:11][CH:12]=[CH:13][CH:14]=4)[CH:9]=3)=[C:4]([C:18]3[CH:23]=[CH:22][N:21]=[CH:20][CH:19]=3)[CH:3]=2)[CH2:30][CH2:29][CH2:28]1. The catalyst class is: 13. (3) Reactant: Cl.[NH2:2][CH:3]([C:8]1[CH:13]=[CH:12][CH:11]=[CH:10][CH:9]=1)[C:4]([O:6][CH3:7])=[O:5].F[C:15]1[CH:24]=[CH:23][C:18]([C:19]([O:21][CH3:22])=[O:20])=[CH:17][C:16]=1[N+:25]([O-:27])=[O:26].CCN(C(C)C)C(C)C. Product: [CH3:7][O:6][C:4](=[O:5])[CH:3]([NH:2][C:15]1[CH:24]=[CH:23][C:18]([C:19]([O:21][CH3:22])=[O:20])=[CH:17][C:16]=1[N+:25]([O-:27])=[O:26])[C:8]1[CH:13]=[CH:12][CH:11]=[CH:10][CH:9]=1. The catalyst class is: 3. (4) Reactant: [CH2:1]([O:3][C:4]1[CH:5]=[C:6]([CH:9]=[CH:10][CH:11]=1)[CH:7]=O)[CH3:2].[Cl:12][C:13]1[CH:14]=[C:15]([CH2:19][CH2:20][NH2:21])[CH:16]=[CH:17][CH:18]=1.[BH4-].[Na+]. Product: [Cl:12][C:13]1[CH:14]=[C:15]([CH2:19][CH2:20][NH:21][CH2:7][C:6]2[CH:9]=[CH:10][CH:11]=[C:4]([O:3][CH2:1][CH3:2])[CH:5]=2)[CH:16]=[CH:17][CH:18]=1. The catalyst class is: 8.